This data is from Forward reaction prediction with 1.9M reactions from USPTO patents (1976-2016). The task is: Predict the product of the given reaction. (1) Given the reactants [CH2:1]([O:8][C:9]1[N:14]=[CH:13][C:12]([O:15][C:16]2[CH:21]=[CH:20][C:19]([C:22]#[C:23][CH:24]([NH2:26])[CH3:25])=[CH:18][CH:17]=2)=[CH:11][CH:10]=1)[C:2]1[CH:7]=[CH:6][CH:5]=[CH:4][CH:3]=1.[C:27](OC(=O)C)(=[O:29])[CH3:28], predict the reaction product. The product is: [CH2:1]([O:8][C:9]1[N:14]=[CH:13][C:12]([O:15][C:16]2[CH:17]=[CH:18][C:19]([C:22]#[C:23][CH:24]([NH:26][C:27](=[O:29])[CH3:28])[CH3:25])=[CH:20][CH:21]=2)=[CH:11][CH:10]=1)[C:2]1[CH:7]=[CH:6][CH:5]=[CH:4][CH:3]=1. (2) Given the reactants [NH2:1][CH2:2][C@@H:3]([C@@H:5]([NH:26][C:27](=[O:33])[O:28][C:29]([CH3:32])([CH3:31])[CH3:30])[CH2:6][C@H:7]([CH2:11][C:12]1[CH:17]=[CH:16][C:15]([O:18][CH3:19])=[C:14]([O:20][CH2:21][CH2:22][CH2:23][O:24][CH3:25])[CH:13]=1)[CH:8]([CH3:10])[CH3:9])[OH:4].C(OCC)(=O)C.C(=O)([O-])[O-].[Na+].[Na+].[C:46](Cl)(=[O:51])[C:47]([CH3:50])([CH3:49])[CH3:48], predict the reaction product. The product is: [CH3:48][C:47]([CH3:50])([CH3:49])[C:46]([NH:1][CH2:2][C@@H:3]([C@@H:5]([NH:26][C:27](=[O:33])[O:28][C:29]([CH3:31])([CH3:30])[CH3:32])[CH2:6][C@H:7]([CH2:11][C:12]1[CH:17]=[CH:16][C:15]([O:18][CH3:19])=[C:14]([O:20][CH2:21][CH2:22][CH2:23][O:24][CH3:25])[CH:13]=1)[CH:8]([CH3:10])[CH3:9])[OH:4])=[O:51]. (3) The product is: [Cl:6][C:7]1[CH:12]=[CH:11][C:10]([S:13]([NH:21][C:20]2[CH:19]=[C:18]([CH3:17])[C:24]([S:25]([CH2:28][N+:29]([O-:31])=[O:30])(=[O:27])=[O:26])=[C:23]([CH3:32])[CH:22]=2)(=[O:15])=[O:14])=[CH:9][CH:8]=1. Given the reactants C(=O)([O-])[O-].[Ca+2].[Cl:6][C:7]1[CH:12]=[CH:11][C:10]([S:13](Cl)(=[O:15])=[O:14])=[CH:9][CH:8]=1.[CH3:17][C:18]1[CH:19]=[C:20]([CH:22]=[C:23]([CH3:32])[C:24]=1[S:25]([CH2:28][N+:29]([O-:31])=[O:30])(=[O:27])=[O:26])[NH2:21].O, predict the reaction product. (4) Given the reactants FC(F)(F)C(O)=O.[Br:8][C:9]1[CH:14]=[CH:13][C:12]([CH:15]([OH:19])[CH2:16][CH2:17][CH3:18])=[C:11]([F:20])[CH:10]=1.CC(OI1(OC(C)=O)(OC(C)=O)OC(=O)C2C=CC=CC1=2)=O, predict the reaction product. The product is: [Br:8][C:9]1[CH:14]=[CH:13][C:12]([C:15](=[O:19])[CH2:16][CH2:17][CH3:18])=[C:11]([F:20])[CH:10]=1. (5) Given the reactants Br[C:2]1[CH:7]=[CH:6][C:5]([S:8]([NH:11][CH2:12][CH:13]2[CH2:15][CH2:14]2)(=[O:10])=[O:9])=[C:4]([C:16]([F:19])([F:18])[F:17])[CH:3]=1.[NH2:20][C:21]1[N:26]=[C:25]([O:27][CH3:28])[CH:24]=[C:23]([O:29][CH3:30])[N:22]=1.C1C=CC(P(C2C(C3C(P(C4C=CC=CC=4)C4C=CC=CC=4)=CC=C4C=3C=CC=C4)=C3C(C=CC=C3)=CC=2)C2C=CC=CC=2)=CC=1.C(=O)([O-])[O-].[Cs+].[Cs+], predict the reaction product. The product is: [CH:13]1([CH2:12][NH:11][S:8]([C:5]2[CH:6]=[CH:7][C:2]([NH:20][C:21]3[N:22]=[C:23]([O:29][CH3:30])[CH:24]=[C:25]([O:27][CH3:28])[N:26]=3)=[CH:3][C:4]=2[C:16]([F:19])([F:18])[F:17])(=[O:10])=[O:9])[CH2:15][CH2:14]1. (6) Given the reactants [C:1]1([CH:7]([C:24]2[CH:29]=[CH:28][CH:27]=[CH:26][CH:25]=2)[CH2:8][NH:9][C:10]2[N:18]=[C:17]([C:19]([O:21]CC)=[O:20])[N:16]=[C:15]3[C:11]=2[N:12]=[CH:13][NH:14]3)[CH:6]=[CH:5][CH:4]=[CH:3][CH:2]=1.CN1CCO[CH2:33][CH2:32]1.FC(F)(F)S(O[Si](C)(C)C)(=O)=O.C(O[C@@H:53]1[O:65][C@H:64]([CH2:66][O:67][C:68](=[O:70])[CH3:69])[C@@H:59]([O:60][C:61](=[O:63])[CH3:62])[C@H:54]1[O:55][C:56](=[O:58])[CH3:57])(=O)C.C(=O)(O)[O-].[Na+], predict the reaction product. The product is: [CH2:32]([C:17]1[N:16]=[C:15]2[C:11]([N:12]=[CH:13][N:14]2[C@H:53]2[C@H:54]([O:55][C:56](=[O:58])[CH3:57])[C@H:59]([O:60][C:61](=[O:63])[CH3:62])[C@@H:64]([CH2:66][O:67][C:68](=[O:70])[CH3:69])[O:65]2)=[C:10]([NH:9][CH2:8][CH:7]([C:24]2[CH:25]=[CH:26][CH:27]=[CH:28][CH:29]=2)[C:1]2[CH:6]=[CH:5][CH:4]=[CH:3][CH:2]=2)[N:18]=1)[CH3:33].[N:18]1[CH:10]=[C:11]2[C:15]([NH:14][CH:13]=[N:12]2)=[N:16][C:17]=1[C:19]([O-:21])=[O:20].